This data is from Catalyst prediction with 721,799 reactions and 888 catalyst types from USPTO. The task is: Predict which catalyst facilitates the given reaction. (1) Reactant: Cl.[F:2][C:3]([F:14])([F:13])[O:4][C:5]1[CH:10]=[CH:9][C:8]([NH:11]N)=[CH:7][CH:6]=1.[C:15]([OH:22])(=[O:21])[CH2:16][CH2:17][C:18]([CH3:20])=O.S(=O)(=O)(O)O. Product: [CH3:20][C:18]1[NH:11][C:8]2[C:9]([C:17]=1[CH2:16][C:15]([OH:22])=[O:21])=[CH:10][C:5]([O:4][C:3]([F:14])([F:13])[F:2])=[CH:6][CH:7]=2. The catalyst class is: 6. (2) Reactant: [N+:1]([C:4]1[CH:9]=[CH:8][C:7]([N:10]2[CH:14]=[C:13]([C:15]([NH2:17])=[O:16])[C:12]([C:18]3[CH:23]=[CH:22][C:21]([O:24][C:25]4[CH:30]=[CH:29][CH:28]=[CH:27][CH:26]=4)=[CH:20][CH:19]=3)=[N:11]2)=[CH:6][CH:5]=1)([O-])=O.[NH4+].[Cl-]. Product: [NH2:1][C:4]1[CH:5]=[CH:6][C:7]([N:10]2[CH:14]=[C:13]([C:15]([NH2:17])=[O:16])[C:12]([C:18]3[CH:23]=[CH:22][C:21]([O:24][C:25]4[CH:26]=[CH:27][CH:28]=[CH:29][CH:30]=4)=[CH:20][CH:19]=3)=[N:11]2)=[CH:8][CH:9]=1. The catalyst class is: 490. (3) Reactant: C([O:9][CH2:10][CH2:11][O:12][CH2:13][CH2:14][N:15]1[C:23]2[C:22](Cl)=[N:21][CH:20]=[N:19][C:18]=2[CH:17]=[CH:16]1)(=O)C1C=CC=CC=1.[Cl:25][C:26]1[CH:27]=[C:28]([CH:30]=[CH:31][C:32]=1[O:33][C:34]1[CH:39]=[CH:38][CH:37]=[C:36]([C:40]([F:46])([F:45])[C:41]([CH3:44])([CH3:43])[CH3:42])[CH:35]=1)[NH2:29].C(O)(C)C.[OH-].[Na+]. Product: [Cl:25][C:26]1[CH:27]=[C:28]([NH:29][C:22]2[C:23]3[N:15]([CH2:14][CH2:13][O:12][CH2:11][CH2:10][OH:9])[CH:16]=[CH:17][C:18]=3[N:19]=[CH:20][N:21]=2)[CH:30]=[CH:31][C:32]=1[O:33][C:34]1[CH:39]=[CH:38][CH:37]=[C:36]([C:40]([F:46])([F:45])[C:41]([CH3:42])([CH3:43])[CH3:44])[CH:35]=1. The catalyst class is: 83. (4) Reactant: Cl.[CH3:2][O:3][CH2:4][CH2:5][NH:6][C:7]([C:9]1[CH:17]=[CH:16][C:15]2[C:11](=[CH:12][N:13]([CH2:18][CH:19]3[CH2:24][CH2:23][NH:22][CH2:21][CH2:20]3)[N:14]=2)[C:10]=1[CH3:25])=[O:8].C(N(CC)CC)C.[F:33][C:34]([S:37][C:38]1[CH:46]=[CH:45][C:41]([C:42](Cl)=[O:43])=[CH:40][CH:39]=1)([F:36])[F:35]. Product: [CH3:2][O:3][CH2:4][CH2:5][NH:6][C:7]([C:9]1[CH:17]=[CH:16][C:15]2[C:11](=[CH:12][N:13]([CH2:18][CH:19]3[CH2:20][CH2:21][N:22]([C:42](=[O:43])[C:41]4[CH:45]=[CH:46][C:38]([S:37][C:34]([F:36])([F:33])[F:35])=[CH:39][CH:40]=4)[CH2:23][CH2:24]3)[N:14]=2)[C:10]=1[CH3:25])=[O:8]. The catalyst class is: 2.